This data is from hERG Central: cardiac toxicity at 1µM, 10µM, and general inhibition. The task is: Predict hERG channel inhibition at various concentrations. (1) The drug is COc1ccc(CN2CCOCCOCCN(Cc3ccc(OC)cc3)CCOCCOCC2)cc1. Results: hERG_inhib (hERG inhibition (general)): blocker. (2) The molecule is CCOc1ccc(NC(=O)c2c(NC(=O)CN3CCN(C)CC3)sc3c2CCC3)cc1. Results: hERG_inhib (hERG inhibition (general)): blocker.